Task: Predict the product of the given reaction.. Dataset: Forward reaction prediction with 1.9M reactions from USPTO patents (1976-2016) Given the reactants [F:1][C:2]1[C:7]([F:8])=[CH:6][C:5]([F:9])=[CH:4][C:3]=1[CH2:10][C:11]([OH:13])=O.C1N=CN(C([N:21]2[CH:25]=NC=C2)=O)C=1.C1C[O:29][CH2:28]C1, predict the reaction product. The product is: [CH3:28][O:29][N:21]([CH3:25])[C:11](=[O:13])[CH2:10][C:3]1[CH:4]=[C:5]([F:9])[CH:6]=[C:7]([F:8])[C:2]=1[F:1].